Dataset: Full USPTO retrosynthesis dataset with 1.9M reactions from patents (1976-2016). Task: Predict the reactants needed to synthesize the given product. (1) Given the product [CH3:22][O:1][C:2]1[CH2:7][CH2:6][N:5]([C:8]2[CH:9]=[CH:10][C:11]([O:14][C:15]([F:17])([F:18])[F:16])=[CH:12][CH:13]=2)[C:4](=[O:19])[C:3]=1[C:20]#[N:21], predict the reactants needed to synthesize it. The reactants are: [OH:1][C:2]1[CH2:7][CH2:6][N:5]([C:8]2[CH:13]=[CH:12][C:11]([O:14][C:15]([F:18])([F:17])[F:16])=[CH:10][CH:9]=2)[C:4](=[O:19])[C:3]=1[C:20]#[N:21].[CH3:22]N(C)C=O.C(Cl)(=O)C(Cl)=O. (2) Given the product [CH2:1]([N:8]1[C:17]2[C:12](=[C:13]([CH:19]=[C:26]3[S:22][C:23](=[O:28])[NH:24][C:25]3=[O:27])[CH:14]=[CH:15][C:16]=2[OH:18])[CH2:11][CH2:10][C:9]1=[O:21])[C:2]1[CH:7]=[CH:6][CH:5]=[CH:4][CH:3]=1, predict the reactants needed to synthesize it. The reactants are: [CH2:1]([N:8]1[C:17]2[C:16]([OH:18])=[CH:15][CH:14]=[C:13]([CH:19]=O)[C:12]=2[CH2:11][CH2:10][C:9]1=[O:21])[C:2]1[CH:7]=[CH:6][CH:5]=[CH:4][CH:3]=1.[S:22]1[CH2:26][C:25](=[O:27])[NH:24][C:23]1=[O:28]. (3) Given the product [CH3:22][S:21][C:19]1[O:20][C:16]2[CH:15]=[CH:14][CH:24]=[CH:23][C:17]=2[N:18]=1, predict the reactants needed to synthesize it. The reactants are: N1C2C=CC=NC=2NC=1.[H-].[Na+].ClC[C:14]1[CH:24]=[CH:23][C:17]2[N:18]=[C:19]([S:21][CH3:22])[O:20][C:16]=2[CH:15]=1.O. (4) Given the product [CH2:13]([CH:3]([CH2:1][CH3:2])[CH2:4][CH:5]1[CH2:17][CH:16]([C:15]([O:19][CH2:20][CH3:21])=[O:18])[CH:6]1[N:7]1[CH2:12][CH2:11][CH2:10][CH2:9][CH2:8]1)[CH3:14], predict the reactants needed to synthesize it. The reactants are: [CH2:1]([CH:3]([CH2:13][CH3:14])[CH2:4][CH:5]=[CH:6][N:7]1[CH2:12][CH2:11][CH2:10][CH2:9][CH2:8]1)[CH3:2].[C:15]([O:19][CH2:20][CH3:21])(=[O:18])[CH:16]=[CH2:17].C1(C=CC(O)=CC=1)O. (5) Given the product [NH2:1][C:2]1[C:7]([CH3:8])=[C:6]([C:9]2[CH:14]=[CH:13][C:12]([Br:30])=[CH:11][CH:10]=2)[N:5]=[C:4]([C:19]([O:21][CH3:22])=[O:20])[C:3]=1[Cl:23], predict the reactants needed to synthesize it. The reactants are: [NH2:1][C:2]1[C:7]([CH3:8])=[C:6]([C:9]2[CH:14]=[CH:13][C:12]([Si](C)(C)C)=[CH:11][CH:10]=2)[N:5]=[C:4]([C:19]([O:21][CH3:22])=[O:20])[C:3]=1[Cl:23].C(=O)([O-])[O-].[K+].[K+].[Br:30]Br. (6) Given the product [CH2:24]([C:21]1[CH:22]=[N:23][C:18]([N:15]2[CH2:14][CH2:13][CH:12]([N:7]3[C:8]4[C:4](=[CH:3][C:2]([C:34]5[CH:39]=[CH:38][C:37]([S:40]([CH3:43])(=[O:42])=[O:41])=[CH:36][CH:35]=5)=[C:10]([F:11])[CH:9]=4)[CH:5]=[N:6]3)[CH2:17][CH2:16]2)=[N:19][CH:20]=1)[CH3:25], predict the reactants needed to synthesize it. The reactants are: Br[C:2]1[CH:3]=[C:4]2[C:8](=[CH:9][C:10]=1[F:11])[N:7]([CH:12]1[CH2:17][CH2:16][N:15]([C:18]3[N:23]=[CH:22][C:21]([CH2:24][CH3:25])=[CH:20][N:19]=3)[CH2:14][CH2:13]1)[N:6]=[CH:5]2.CC1(C)C(C)(C)OB([C:34]2[CH:39]=[CH:38][C:37]([S:40]([CH3:43])(=[O:42])=[O:41])=[CH:36][CH:35]=2)O1.